Dataset: Forward reaction prediction with 1.9M reactions from USPTO patents (1976-2016). Task: Predict the product of the given reaction. (1) Given the reactants Cl[C:2]1[CH:3]=[CH:4][C:5]2[N:11]3[CH2:12][C@H:8]([CH2:9][CH2:10]3)[N:7]([C:13]([NH:15][C:16]3[CH:21]=[N:20][CH:19]=[CH:18][N:17]=3)=[O:14])[C:6]=2[N:22]=1.[CH3:23][N:24]1[CH:28]=[C:27](B(O)O)[CH:26]=[N:25]1.[O-]P([O-])([O-])=O.[K+].[K+].[K+].CC(C1C=C(C(C)C)C(C2C=CC=CC=2P(C2CCCCC2)C2CCCCC2)=C(C(C)C)C=1)C, predict the reaction product. The product is: [CH3:23][N:24]1[CH:28]=[C:27]([C:2]2[CH:3]=[CH:4][C:5]3[N:11]4[CH2:12][C@H:8]([CH2:9][CH2:10]4)[N:7]([C:13]([NH:15][C:16]4[CH:21]=[N:20][CH:19]=[CH:18][N:17]=4)=[O:14])[C:6]=3[N:22]=2)[CH:26]=[N:25]1. (2) Given the reactants [CH2:1]([C:4]1[C:12]2[O:11][N:10]=[C:9]([C:13]([F:16])([F:15])[F:14])[C:8]=2[CH:7]=[CH:6][C:5]=1[O:17][CH2:18][CH2:19][CH2:20][NH:21][CH2:22][CH3:23])[CH2:2][CH3:3].[CH3:24][N:25]=[C:26]=[O:27], predict the reaction product. The product is: [CH3:24][NH:25][C:26](=[O:27])[N:21]([CH2:22][CH3:23])[CH2:20][CH2:19][CH2:18][O:17][C:5]1[CH:6]=[CH:7][C:8]2[C:9]([C:13]([F:15])([F:14])[F:16])=[N:10][O:11][C:12]=2[C:4]=1[CH2:1][CH2:2][CH3:3]. (3) Given the reactants [NH2:1][CH:2]([C:6]1[N:7]([CH2:17][C:18]2[CH:23]=[CH:22][CH:21]=[C:20]([F:24])[CH:19]=2)[C:8](=[O:16])[C:9]2[C:14]([CH3:15])=[N:13][O:12][C:10]=2[N:11]=1)[CH:3]([CH3:5])[CH3:4].[C:25]([O:29][C:30](=[O:36])[NH:31][CH2:32][CH2:33][CH:34]=O)([CH3:28])([CH3:27])[CH3:26].C(O[BH-](OC(=O)C)OC(=O)C)(=O)C.[Na+], predict the reaction product. The product is: [C:25]([O:29][C:30](=[O:36])[NH:31][CH2:32][CH2:33][CH2:34][NH:1][CH:2]([C:6]1[N:7]([CH2:17][C:18]2[CH:23]=[CH:22][CH:21]=[C:20]([F:24])[CH:19]=2)[C:8](=[O:16])[C:9]2[C:14]([CH3:15])=[N:13][O:12][C:10]=2[N:11]=1)[CH:3]([CH3:5])[CH3:4])([CH3:28])([CH3:27])[CH3:26]. (4) The product is: [NH2:22][C:16]1[N:15]=[C:14]([C:8]2[N:7]=[C:6]3[C:5]4[CH:23]=[CH:24][C:2]([C:37]5[N:36]=[CH:35][N:34]([CH2:33][CH2:32][OH:31])[CH:38]=5)=[CH:3][C:4]=4[O:13][CH2:12][CH2:11][N:10]3[CH:9]=2)[N:18]([CH:19]([CH3:21])[CH3:20])[N:17]=1. Given the reactants Br[C:2]1[CH:24]=[CH:23][C:5]2[C:6]3[N:10]([CH2:11][CH2:12][O:13][C:4]=2[CH:3]=1)[CH:9]=[C:8]([C:14]1[N:18]([CH:19]([CH3:21])[CH3:20])[N:17]=[C:16]([NH2:22])[N:15]=1)[N:7]=3.O1CCCCC1[O:31][CH2:32][CH2:33][N:34]1[CH:38]=[C:37]([Sn](CCCC)(CCCC)CCCC)[N:36]=[CH:35]1, predict the reaction product.